From a dataset of NCI-60 drug combinations with 297,098 pairs across 59 cell lines. Regression. Given two drug SMILES strings and cell line genomic features, predict the synergy score measuring deviation from expected non-interaction effect. (1) Drug 1: C1C(C(OC1N2C=C(C(=O)NC2=O)F)CO)O. Drug 2: C1=NC2=C(N=C(N=C2N1C3C(C(C(O3)CO)O)F)Cl)N. Cell line: T-47D. Synergy scores: CSS=-3.96, Synergy_ZIP=2.65, Synergy_Bliss=1.90, Synergy_Loewe=-5.71, Synergy_HSA=-3.87. (2) Drug 1: CC1C(C(CC(O1)OC2CC(CC3=C2C(=C4C(=C3O)C(=O)C5=C(C4=O)C(=CC=C5)OC)O)(C(=O)CO)O)N)O.Cl. Drug 2: N.N.Cl[Pt+2]Cl. Cell line: PC-3. Synergy scores: CSS=35.3, Synergy_ZIP=-13.4, Synergy_Bliss=-8.31, Synergy_Loewe=-3.18, Synergy_HSA=-1.82. (3) Drug 1: C1=NC(=NC(=O)N1C2C(C(C(O2)CO)O)O)N. Drug 2: CC(C)NC(=O)C1=CC=C(C=C1)CNNC.Cl. Cell line: MDA-MB-231. Synergy scores: CSS=22.9, Synergy_ZIP=-8.73, Synergy_Bliss=-1.08, Synergy_Loewe=-11.2, Synergy_HSA=-1.15. (4) Cell line: ACHN. Drug 2: CS(=O)(=O)OCCCCOS(=O)(=O)C. Synergy scores: CSS=37.3, Synergy_ZIP=-6.71, Synergy_Bliss=-1.99, Synergy_Loewe=1.13, Synergy_HSA=2.55. Drug 1: CN1CCC(CC1)COC2=C(C=C3C(=C2)N=CN=C3NC4=C(C=C(C=C4)Br)F)OC. (5) Drug 2: CS(=O)(=O)CCNCC1=CC=C(O1)C2=CC3=C(C=C2)N=CN=C3NC4=CC(=C(C=C4)OCC5=CC(=CC=C5)F)Cl. Drug 1: C1=CC(=CC=C1CCCC(=O)O)N(CCCl)CCCl. Synergy scores: CSS=35.0, Synergy_ZIP=7.18, Synergy_Bliss=3.63, Synergy_Loewe=-2.95, Synergy_HSA=-2.53. Cell line: SK-MEL-5. (6) Drug 1: CC1=C2C(C(=O)C3(C(CC4C(C3C(C(C2(C)C)(CC1OC(=O)C(C(C5=CC=CC=C5)NC(=O)OC(C)(C)C)O)O)OC(=O)C6=CC=CC=C6)(CO4)OC(=O)C)O)C)O. Drug 2: CC1=C(C(=CC=C1)Cl)NC(=O)C2=CN=C(S2)NC3=CC(=NC(=N3)C)N4CCN(CC4)CCO. Cell line: NCI-H522. Synergy scores: CSS=14.2, Synergy_ZIP=-1.42, Synergy_Bliss=-0.234, Synergy_Loewe=2.82, Synergy_HSA=2.46.